This data is from Catalyst prediction with 721,799 reactions and 888 catalyst types from USPTO. The task is: Predict which catalyst facilitates the given reaction. (1) Reactant: [C:1]([O:5][C:6](=[O:19])[NH:7][CH:8]([C:12]1[CH:13]=[N:14][CH:15]=[C:16](Br)[CH:17]=1)[CH2:9][CH2:10][CH3:11])([CH3:4])([CH3:3])[CH3:2].[CH3:20][S-:21].[Na+].O. Product: [C:1]([O:5][C:6](=[O:19])[NH:7][CH:8]([C:12]1[CH:13]=[N:14][CH:15]=[C:16]([S:21][CH3:20])[CH:17]=1)[CH2:9][CH2:10][CH3:11])([CH3:4])([CH3:3])[CH3:2]. The catalyst class is: 1. (2) Reactant: Br[C:2]1[CH:20]=[CH:19][C:18]([Cl:21])=[CH:17][C:3]=1[CH2:4][O:5][C:6]1[CH:11]=[CH:10][C:9]([O:12][CH2:13][CH2:14][O:15][CH3:16])=[CH:8][CH:7]=1.[B:22](OC(C)C)([O:27]C(C)C)[O:23]C(C)C.[Li]CCCC. Product: [CH3:16][O:15][CH2:14][CH2:13][O:12][C:9]1[CH:10]=[CH:11][C:6]([O:5][CH2:4][C:3]2[CH:17]=[C:18]([Cl:21])[CH:19]=[CH:20][C:2]=2[B:22]([OH:27])[OH:23])=[CH:7][CH:8]=1. The catalyst class is: 1. (3) Reactant: [Cl:1][C:2]1[CH:10]=[CH:9][CH:8]=[C:7]2[C:3]=1[C:4](=[O:20])[C:5](=[O:19])[N:6]2[CH:11]([CH2:15][CH:16]([CH3:18])[CH3:17])[C:12]([OH:14])=O.[S:21]1[CH:25]=[CH:24][N:23]=[C:22]1[NH2:26].C(N(CC)C(C)C)(C)C.F[P-](F)(F)(F)(F)F.N1(O[P+](N(C)C)(N(C)C)N(C)C)C2C=CC=CC=2N=N1. Product: [S:21]1[CH:25]=[CH:24][N:23]=[C:22]1[NH:26][C:12](=[O:14])[CH:11]([N:6]1[C:7]2[C:3](=[C:2]([Cl:1])[CH:10]=[CH:9][CH:8]=2)[C:4](=[O:20])[C:5]1=[O:19])[CH2:15][CH:16]([CH3:18])[CH3:17]. The catalyst class is: 42. (4) Reactant: [C:1]1([OH:7])[CH:6]=[CH:5][CH:4]=[CH:3][CH:2]=1.[OH-].[Na+].Cl[C:11]1[N:16]=[C:15]([Cl:17])[CH:14]=[C:13]([Cl:18])[N:12]=1. Product: [Cl:18][C:13]1[CH:14]=[C:15]([Cl:17])[N:16]=[C:11]([O:7][C:1]2[CH:6]=[CH:5][CH:4]=[CH:3][CH:2]=2)[N:12]=1. The catalyst class is: 283.